Dataset: Full USPTO retrosynthesis dataset with 1.9M reactions from patents (1976-2016). Task: Predict the reactants needed to synthesize the given product. (1) Given the product [C:14]([C:12]1[N:13]=[C:8]([C:6]([NH:25][CH2:26][C:27]([OH:29])=[O:28])=[O:7])[C:9]([OH:24])=[C:10]2[C:22]([CH3:23])=[N:21][S:20][C:11]=12)#[CH:15], predict the reactants needed to synthesize it. The reactants are: C(O[C:6]([C:8]1[C:9]([OH:24])=[C:10]2[C:22]([CH3:23])=[N:21][S:20][C:11]2=[C:12]([C:14]#[C:15][Si](C)(C)C)[N:13]=1)=[O:7])CCC.[NH2:25][CH2:26][C:27]([OH:29])=[O:28]. (2) Given the product [Cl:11][C:12]1[CH:17]=[CH:16][C:15]2[N:18]([CH2:2][CH2:3][N:4]3[CH2:8][CH2:7][CH2:6][C:5]3=[O:9])[C:24]3[CH2:25][CH2:26][N:21]([CH3:20])[CH2:22][C:23]=3[C:14]=2[CH:13]=1, predict the reactants needed to synthesize it. The reactants are: Br[CH2:2][CH2:3][N:4]1[CH2:8][CH2:7][CH2:6][C:5]1=[O:9].Cl.[Cl:11][C:12]1[CH:17]=[CH:16][C:15]([NH:18]N)=[CH:14][CH:13]=1.[CH3:20][N:21]1[CH2:26][CH2:25][C:24](=O)[CH2:23][CH2:22]1.